The task is: Predict which catalyst facilitates the given reaction.. This data is from Catalyst prediction with 721,799 reactions and 888 catalyst types from USPTO. Reactant: C([N-]C(C)C)(C)C.[Li+].[C:9]1([CH:15]([O:18][Si](C)(C)C)[C:16]#[N:17])[CH:14]=[CH:13][CH:12]=[CH:11][CH:10]=1.Cl[C:24]1[C:29]([C:30]([O:32][CH2:33][CH3:34])=[O:31])=CN=[C:26]([S:35][CH3:36])[N:25]=1.[F-].C([N+](CCCC)(CCCC)CCCC)CCC. Product: [C:15]([C:16]1[C:29]([C:30]([O:32][CH2:33][CH3:34])=[O:31])=[CH:24][N:25]=[C:26]([S:35][CH3:36])[N:17]=1)(=[O:18])[C:9]1[CH:14]=[CH:13][CH:12]=[CH:11][CH:10]=1. The catalyst class is: 1.